Dataset: Reaction yield outcomes from USPTO patents with 853,638 reactions. Task: Predict the reaction yield, written as a fraction of the theoretical maximum amount of product (1.0 means a 100% yield; for example, 0.34 means a 34% yield). The reactants are [NH:1]1[CH2:5][CH2:4][CH2:3][CH2:2]1.Cl[CH2:7][C:8]#[C:9][CH2:10][OH:11]. The catalyst is C1(C)C=CC=CC=1. The product is [N:1]1([CH2:7][C:8]#[C:9][CH2:10][OH:11])[CH2:5][CH2:4][CH2:3][CH2:2]1. The yield is 0.690.